From a dataset of Peptide-MHC class II binding affinity with 134,281 pairs from IEDB. Regression. Given a peptide amino acid sequence and an MHC pseudo amino acid sequence, predict their binding affinity value. This is MHC class II binding data. (1) The peptide sequence is GRFKHTDACCRTH. The MHC is DRB1_1101 with pseudo-sequence DRB1_1101. The binding affinity (normalized) is 0. (2) The peptide sequence is ETMTPSGLVIPENAK. The MHC is DRB5_0101 with pseudo-sequence DRB5_0101. The binding affinity (normalized) is 0. (3) The peptide sequence is AGCQTYKWETFLTSE. The MHC is DRB1_1302 with pseudo-sequence DRB1_1302. The binding affinity (normalized) is 0.0510.